From a dataset of Full USPTO retrosynthesis dataset with 1.9M reactions from patents (1976-2016). Predict the reactants needed to synthesize the given product. Given the product [CH2:1]([O:5][C:6]1[N:14]=[C:13]2[C:9]([N:10]=[C:11]([O:37][CH3:38])[N:12]2[CH2:15][C:16]2[CH:21]=[CH:20][C:19]([O:22][CH2:23][CH:24]3[CH2:29][CH2:28][N:27]([CH2:54][C:55]([O:57][CH3:58])=[O:56])[CH2:26][CH2:25]3)=[CH:18][CH:17]=2)=[C:8]([NH2:39])[N:7]=1)[CH2:2][CH2:3][CH3:4], predict the reactants needed to synthesize it. The reactants are: [CH2:1]([O:5][C:6]1[N:14]=[C:13]2[C:9]([N:10]=[C:11]([O:37][CH3:38])[N:12]2[CH2:15][C:16]2[CH:21]=[CH:20][C:19]([O:22][CH2:23][CH:24]3[CH2:29][CH2:28][N:27](C(OC(C)(C)C)=O)[CH2:26][CH2:25]3)=[CH:18][CH:17]=2)=[C:8]([NH2:39])[N:7]=1)[CH2:2][CH2:3][CH3:4].FC(F)(F)C(O)=O.C(=O)([O-])[O-].[K+].[K+].Br[CH2:54][C:55]([O:57][CH3:58])=[O:56].